Dataset: Full USPTO retrosynthesis dataset with 1.9M reactions from patents (1976-2016). Task: Predict the reactants needed to synthesize the given product. (1) Given the product [F:14][C:15]([F:32])([F:33])[O:16][C:17]1[CH:22]=[CH:21][CH:20]=[CH:19][C:18]=1[C:23]1[CH:28]=[CH:27][C:26]([C@H:29]([NH:31][S:8]([C:6]2[C:5]([CH3:12])=[N:4][N:3]([CH:2]([F:13])[F:1])[CH:7]=2)(=[O:10])=[O:9])[CH3:30])=[CH:25][CH:24]=1, predict the reactants needed to synthesize it. The reactants are: [F:1][CH:2]([F:13])[N:3]1[CH:7]=[C:6]([S:8](Cl)(=[O:10])=[O:9])[C:5]([CH3:12])=[N:4]1.[F:14][C:15]([F:33])([F:32])[O:16][C:17]1[CH:22]=[CH:21][CH:20]=[CH:19][C:18]=1[C:23]1[CH:28]=[CH:27][C:26]([C@H:29]([NH2:31])[CH3:30])=[CH:25][CH:24]=1. (2) Given the product [CH3:1][O:2][C:3](=[O:23])[CH2:4][C@@H:5]1[CH2:10][CH2:9][CH2:8][CH2:7][N:6]1[C:11]([O:13][C:14]([CH3:17])([CH3:16])[CH3:15])=[O:12], predict the reactants needed to synthesize it. The reactants are: [CH3:1][O:2][C:3](=C)[CH2:4][C@@H:5]1[CH2:10][CH2:9][CH2:8][CH2:7][N:6]1[C:11]([O:13][C:14]([CH3:17])([CH3:16])[CH3:15])=[O:12].O.C1C(=O)N(Br)C(=[O:23])C1.